The task is: Predict the reactants needed to synthesize the given product.. This data is from Full USPTO retrosynthesis dataset with 1.9M reactions from patents (1976-2016). (1) Given the product [CH2:1]([O:5][CH2:6][CH2:7][O:8][C:9]1[CH:10]=[CH:11][C:12]([C:15]2[CH:16]=[CH:17][C:18]3[O:25][CH2:24][CH2:23][CH2:22][C:21]([C:26]([NH:52][C:51]4[CH:50]=[CH:49][C:48]([CH2:47][N:40]([CH3:39])[CH:41]5[CH2:46][CH2:45][O:44][CH2:43][CH2:42]5)=[CH:54][CH:53]=4)=[O:27])=[CH:20][C:19]=3[CH:29]=2)=[CH:13][CH:14]=1)[CH2:2][CH2:3][CH3:4], predict the reactants needed to synthesize it. The reactants are: [CH2:1]([O:5][CH2:6][CH2:7][O:8][C:9]1[CH:14]=[CH:13][C:12]([C:15]2[CH:16]=[CH:17][C:18]3[O:25][CH2:24][CH2:23][CH2:22][C:21]([C:26](O)=[O:27])=[CH:20][C:19]=3[CH:29]=2)=[CH:11][CH:10]=1)[CH2:2][CH2:3][CH3:4].CN(C=O)C.S(Cl)(Cl)=O.[CH3:39][N:40]([CH2:47][C:48]1[CH:54]=[CH:53][C:51]([NH2:52])=[CH:50][CH:49]=1)[CH:41]1[CH2:46][CH2:45][O:44][CH2:43][CH2:42]1. (2) Given the product [CH2:46]([C:37]1[C:38]2[CH2:42][O:41][C:40](=[O:43])[C:39]=2[CH:44]=[CH:45][C:36]=1[CH2:35][CH2:34][N:31]1[CH2:30][CH2:29][NH:28][CH2:33][CH2:32]1)[CH3:47], predict the reactants needed to synthesize it. The reactants are: Cl.CC1C2COC(=O)C=2C=CC=1CCN1CCNCC1.C(OC([N:28]1[CH2:33][CH2:32][N:31]([CH2:34][CH2:35][C:36]2[CH:45]=[CH:44][C:39]3[C:40](=[O:43])[O:41][CH2:42][C:38]=3[C:37]=2[CH2:46][CH3:47])[CH2:30][CH2:29]1)=O)(C)(C)C. (3) Given the product [F:1][C:2]1[CH:7]=[CH:6][C:5]([C:8]2[C:12]([C:13]#[C:14][C:15]3[CH:16]=[CH:17][CH:18]=[CH:19][CH:20]=3)=[C:11]([NH2:21])[N:10]([CH2:25][CH2:26][N:27]3[CH2:32][CH2:31][O:30][CH2:29][CH2:28]3)[N:9]=2)=[CH:4][CH:3]=1, predict the reactants needed to synthesize it. The reactants are: [F:1][C:2]1[CH:7]=[CH:6][C:5]([C:8]2[C:12]([C:13]#[C:14][C:15]3[CH:20]=[CH:19][CH:18]=[CH:17][CH:16]=3)=[C:11]([NH:21]C(=O)C)[N:10]([CH2:25][CH2:26][N:27]3[CH2:32][CH2:31][O:30][CH2:29][CH2:28]3)[N:9]=2)=[CH:4][CH:3]=1. (4) The reactants are: Cl[C:2]1[C:7]([CH:8]=[O:9])=[CH:6][N:5]=[C:4]([NH:10][C:11](=[O:13])[CH3:12])[CH:3]=1.[Cl:14][C:15]1[CH:20]=[CH:19][C:18](B2OC(C)(C)C(C)(C)O2)=[C:17]([F:30])[C:16]=1[O:31][CH3:32].C(=O)([O-])[O-].[Cs+].[Cs+]. Given the product [Cl:14][C:15]1[CH:20]=[CH:19][C:18]([C:2]2[C:7]([CH:8]=[O:9])=[CH:6][N:5]=[C:4]([NH:10][C:11](=[O:13])[CH3:12])[CH:3]=2)=[C:17]([F:30])[C:16]=1[O:31][CH3:32], predict the reactants needed to synthesize it.